This data is from Forward reaction prediction with 1.9M reactions from USPTO patents (1976-2016). The task is: Predict the product of the given reaction. (1) Given the reactants [C:1]([O:5][C:6](=[O:24])[NH:7][CH:8]([C:12]1[CH:17]=[CH:16][C:15]([O:18][C:19]([F:22])([F:21])[F:20])=[C:14]([F:23])[CH:13]=1)[CH2:9][O:10][CH3:11])([CH3:4])([CH3:3])[CH3:2], predict the reaction product. The product is: [C:1]([O:5][C:6](=[O:24])[NH:7][C@@H:8]([C:12]1[CH:17]=[CH:16][C:15]([O:18][C:19]([F:21])([F:22])[F:20])=[C:14]([F:23])[CH:13]=1)[CH2:9][O:10][CH3:11])([CH3:4])([CH3:2])[CH3:3]. (2) Given the reactants [CH3:1][O:2][C:3](=[O:21])[C:4]([NH:7][C:8]([C:10]1[CH:19]=[CH:18][C:17]2[C:12](=[CH:13][CH:14]=[CH:15][CH:16]=2)[C:11]=1Br)=[O:9])([CH3:6])[CH3:5].[Cl:22][C:23]1[CH:28]=[CH:27][C:26](/[CH:29]=[CH:30]/B(O)O)=[CH:25][CH:24]=1.[F-].[Cs+], predict the reaction product. The product is: [CH3:1][O:2][C:3](=[O:21])[C:4]([NH:7][C:8]([C:10]1[CH:19]=[CH:18][C:17]2[C:12](=[CH:13][CH:14]=[CH:15][CH:16]=2)[C:11]=1/[CH:30]=[CH:29]/[C:26]1[CH:27]=[CH:28][C:23]([Cl:22])=[CH:24][CH:25]=1)=[O:9])([CH3:6])[CH3:5]. (3) Given the reactants Cl.[NH2:2][CH:3]1[CH:10]2[CH2:11][CH:6]3[CH2:7][CH:8]([CH2:12][CH:4]1[CH2:5]3)[CH2:9]2.C([O-])(O)=O.[Na+].Cl[C:19]([O:21][C:22]1[CH:27]=[CH:26][C:25]([N+:28]([O-:30])=[O:29])=[CH:24][CH:23]=1)=[O:20], predict the reaction product. The product is: [CH:10]12[CH2:11][CH:6]3[CH2:7][CH:8]([CH2:12][CH:4]([CH2:5]3)[CH:3]1[NH:2][C:19](=[O:20])[O:21][C:22]1[CH:23]=[CH:24][C:25]([N+:28]([O-:30])=[O:29])=[CH:26][CH:27]=1)[CH2:9]2. (4) Given the reactants [NH2:1][C@H:2]1[CH2:6][CH2:5][CH2:4][C@@H:3]1[NH:7][C:8](=[O:14])[O:9][C:10]([CH3:13])([CH3:12])[CH3:11].C(=O)([O-])[O-].[K+].[K+].Cl[CH2:22][C:23]([O:25][CH2:26][CH3:27])=[O:24], predict the reaction product. The product is: [C:10]([O:9][C:8]([NH:7][C@H:3]1[CH2:4][CH2:5][CH2:6][C@@H:2]1[NH:1][CH2:22][C:23]([O:25][CH2:26][CH3:27])=[O:24])=[O:14])([CH3:11])([CH3:13])[CH3:12]. (5) Given the reactants [H-].[Na+].[N:3]1[CH:8]=[CH:7][CH:6]=[C:5]([C:9]([C:11]2[C:20](=[O:21])[C:19]3[C:14](=[CH:15][CH:16]=[CH:17][CH:18]=3)[NH:13][CH:12]=2)=[O:10])[CH:4]=1.[F:22][C:23]1[CH:30]=[CH:29][CH:28]=[CH:27][C:24]=1[CH2:25]Br, predict the reaction product. The product is: [F:22][C:23]1[CH:30]=[CH:29][CH:28]=[CH:27][C:24]=1[CH2:25][N:13]1[C:14]2[C:19](=[CH:18][CH:17]=[CH:16][CH:15]=2)[C:20](=[O:21])[C:11]([C:9]([C:5]2[CH:4]=[N:3][CH:8]=[CH:7][CH:6]=2)=[O:10])=[CH:12]1.